Task: Predict the product of the given reaction.. Dataset: Forward reaction prediction with 1.9M reactions from USPTO patents (1976-2016) Given the reactants [CH2:1]([NH:4][C:5](=[O:36])[O:6][C:7]1[C:12]([CH3:13])=[CH:11][C:10]([CH2:14][NH:15][C:16]2[CH:21]=[CH:20][N:19]=[C:18]([C:22]3[O:26][N:25]=[C:24]([C:27]4[C:32]([Cl:33])=[CH:31][CH:30]=[CH:29][C:28]=4[Cl:34])[CH:23]=3)[CH:17]=2)=[CH:9][C:8]=1[CH3:35])[CH2:2][CH3:3].[Cl:37][CH:38]([Cl:42])[C:39](Cl)=[O:40], predict the reaction product. The product is: [CH2:1]([NH:4][C:5](=[O:36])[O:6][C:7]1[C:12]([CH3:13])=[CH:11][C:10]([CH2:14][N:15]([C:16]2[CH:21]=[CH:20][N:19]=[C:18]([C:22]3[O:26][N:25]=[C:24]([C:27]4[C:28]([Cl:34])=[CH:29][CH:30]=[CH:31][C:32]=4[Cl:33])[CH:23]=3)[CH:17]=2)[C:39](=[O:40])[CH:38]([Cl:42])[Cl:37])=[CH:9][C:8]=1[CH3:35])[CH2:2][CH3:3].